The task is: Predict the reactants needed to synthesize the given product.. This data is from Full USPTO retrosynthesis dataset with 1.9M reactions from patents (1976-2016). (1) Given the product [Cl:16][C:11]1[CH:12]=[CH:13][CH:14]=[CH:15][C:10]=1[CH2:9][N:7]([CH3:8])[C:6]([CH:5]=[C:4]([OH:18])[C:3]([OH:19])=[O:2])=[O:17], predict the reactants needed to synthesize it. The reactants are: C[O:2][C:3](=[O:19])[C:4]([OH:18])=[CH:5][C:6](=[O:17])[N:7]([CH2:9][C:10]1[CH:15]=[CH:14][CH:13]=[CH:12][C:11]=1[Cl:16])[CH3:8].[OH-].[Na+]. (2) Given the product [OH:13][C:10]1([CH2:14][N:15]2[C:20](=[O:21])[C:19]3=[CH:22][CH:23]=[CH:24][N:18]3[N:17]=[CH:16]2)[CH2:11][CH2:12][N:7]([C:5]([C:4]2[CH:3]=[C:2]([C:33]3[CH:34]=[CH:35][C:30]([O:29][CH3:28])=[CH:31][CH:32]=3)[CH:27]=[CH:26][CH:25]=2)=[O:6])[CH2:8][CH2:9]1, predict the reactants needed to synthesize it. The reactants are: Br[C:2]1[CH:3]=[C:4]([CH:25]=[CH:26][CH:27]=1)[C:5]([N:7]1[CH2:12][CH2:11][C:10]([CH2:14][N:15]2[C:20](=[O:21])[C:19]3=[CH:22][CH:23]=[CH:24][N:18]3[N:17]=[CH:16]2)([OH:13])[CH2:9][CH2:8]1)=[O:6].[CH3:28][O:29][C:30]1[CH:35]=[CH:34][C:33](B(O)O)=[CH:32][CH:31]=1.C(=O)(O)[O-].[Na+]. (3) Given the product [Br:1][C:2]1[C:7]([C:8]#[N:49])=[C:6]([F:10])[C:5]([CH3:11])=[CH:4][CH:3]=1, predict the reactants needed to synthesize it. The reactants are: [Br:1][C:2]1[C:7]([CH:8]=O)=[C:6]([F:10])[C:5]([CH3:11])=[CH:4][CH:3]=1.S([O-])(OCCCCCCCCCCCC)(=O)=O.[Na+].C(OI(C1C=CC=CC=1)OC(=O)C)(=O)C.C([O-])(=O)C.[NH4+:49].S([O-])([O-])(=O)=S.[Na+].[Na+]. (4) Given the product [CH2:1]([O:8][C:9]1[CH:17]=[CH:16][C:12]([CH2:13][OH:14])=[C:11]([F:18])[C:10]=1[F:19])[C:2]1[CH:3]=[CH:4][CH:5]=[CH:6][CH:7]=1, predict the reactants needed to synthesize it. The reactants are: [CH2:1]([O:8][C:9]1[CH:17]=[CH:16][C:12]([C:13](O)=[O:14])=[C:11]([F:18])[C:10]=1[F:19])[C:2]1[CH:7]=[CH:6][CH:5]=[CH:4][CH:3]=1.COB(OC)OC. (5) Given the product [CH3:1][C:2]1[C:7]([O:8][C:9]2[C:10]([NH:22][C:23]3[S:27][N:26]=[C:25]([CH:28]4[CH2:33][CH2:32][NH:31][CH2:30][CH2:29]4)[N:24]=3)=[N:11][CH:12]=[C:13]([S:15][C:16]3[CH:21]=[CH:20][CH:19]=[CH:18][N:17]=3)[CH:14]=2)=[CH:6][CH:5]=[CH:4][N:3]=1, predict the reactants needed to synthesize it. The reactants are: [CH3:1][C:2]1[C:7]([O:8][C:9]2[C:10]([NH:22][C:23]3[S:27][N:26]=[C:25]([CH:28]4[CH2:33][CH2:32][N:31](C(OC(C)(C)C)=O)[CH2:30][CH2:29]4)[N:24]=3)=[N:11][CH:12]=[C:13]([S:15][C:16]3[CH:21]=[CH:20][CH:19]=[CH:18][N:17]=3)[CH:14]=2)=[CH:6][CH:5]=[CH:4][N:3]=1.C(O)(C(F)(F)F)=O.